Dataset: Peptide-MHC class II binding affinity with 134,281 pairs from IEDB. Task: Regression. Given a peptide amino acid sequence and an MHC pseudo amino acid sequence, predict their binding affinity value. This is MHC class II binding data. (1) The peptide sequence is MSSGSFINISV. The MHC is HLA-DQA10301-DQB10301 with pseudo-sequence HLA-DQA10301-DQB10301. The binding affinity (normalized) is 0.614. (2) The peptide sequence is KLPWKNESSIKVIKQ. The MHC is DRB1_0301 with pseudo-sequence DRB1_0301. The binding affinity (normalized) is 0.0581.